Dataset: Catalyst prediction with 721,799 reactions and 888 catalyst types from USPTO. Task: Predict which catalyst facilitates the given reaction. (1) Product: [F:1][C:2]1[CH:27]=[CH:26][CH:25]=[CH:24][C:3]=1[CH2:4][N:5]1[C:9]2=[N:10][CH:11]=[CH:12][CH:13]=[C:8]2[C:7]([C:14]2[N:15]=[C:16]([NH2:23])[C:17]3[N:22]=[N:21][N:20]([CH2:52][C:53]([F:56])([F:55])[F:54])[C:18]=3[N:19]=2)=[N:6]1. The catalyst class is: 9. Reactant: [F:1][C:2]1[CH:27]=[CH:26][CH:25]=[CH:24][C:3]=1[CH2:4][N:5]1[C:9]2=[N:10][CH:11]=[CH:12][CH:13]=[C:8]2[C:7]([C:14]2[N:15]=[C:16]([NH2:23])[C:17]3[N:22]=[N:21][NH:20][C:18]=3[N:19]=2)=[N:6]1.CCN(P1(N(C)CCCN1C)=NC(C)(C)C)CC.ClC(Cl)(Cl)S(O[CH2:52][C:53]([F:56])([F:55])[F:54])(=O)=O. (2) Reactant: [CH:1]1([C:4]2[CH:5]=[C:6]3[C:25]([C:26](=[O:29])[NH:27][CH3:28])=[C:24]([C:30]4[CH:35]=[CH:34][C:33]([CH3:36])=[CH:32][CH:31]=4)[O:23][C:7]3=[N:8][C:9]=2[N:10]([CH2:15][CH2:16][CH2:17][CH2:18][C:19]([O:21]C)=[O:20])[S:11]([CH3:14])(=[O:13])=[O:12])[CH2:3][CH2:2]1.[Li+].[OH-:38].[NH4+].[Cl-]. Product: [NH4+:8].[OH-:12].[CH3:6][C:7]#[N:8].[OH2:38].[CH:1]1([C:4]2[CH:5]=[C:6]3[C:25]([C:26](=[O:29])[NH:27][CH3:28])=[C:24]([C:30]4[CH:35]=[CH:34][C:33]([CH3:36])=[CH:32][CH:31]=4)[O:23][C:7]3=[N:8][C:9]=2[N:10]([CH2:15][CH2:16][CH2:17][CH2:18][C:19]([OH:21])=[O:20])[S:11]([CH3:14])(=[O:13])=[O:12])[CH2:2][CH2:3]1. The catalyst class is: 200. (3) Reactant: Cl[Si](C)(C)C.Br[C:7]([F:14])([F:13])[C:8]([O:10][CH2:11][CH3:12])=[O:9].N1([CH2:24][NH:25][CH2:26][CH2:27][C:28]2[S:29][CH:30]=[CH:31][CH:32]=2)C2C=CC=CC=2N=N1. Product: [CH2:11]([O:10][C:8](=[O:9])[C:7]([F:14])([F:13])[CH2:24][NH:25][CH2:26][CH2:27][C:28]1[S:29][CH:30]=[CH:31][CH:32]=1)[CH3:12]. The catalyst class is: 772. (4) Reactant: [C:1]([C:5]1[N:10]=[C:9](Cl)[C:8]([C:12]([O-:14])=[O:13])=[CH:7][N:6]=1)([CH3:4])([CH3:3])[CH3:2].[N:15]1([C:21]([O:23][C:24]([CH3:27])([CH3:26])[CH3:25])=[O:22])[CH2:20][CH2:19][NH:18][CH2:17][CH2:16]1. Product: [C:24]([O:23][C:21]([N:15]1[CH2:20][CH2:19][N:18]([C:9]2[C:8]([C:12]([OH:14])=[O:13])=[CH:7][N:6]=[C:5]([C:1]([CH3:4])([CH3:3])[CH3:2])[N:10]=2)[CH2:17][CH2:16]1)=[O:22])([CH3:27])([CH3:25])[CH3:26]. The catalyst class is: 37.